From a dataset of Reaction yield outcomes from USPTO patents with 853,638 reactions. Predict the reaction yield, written as a fraction of the theoretical maximum amount of product (1.0 means a 100% yield; for example, 0.34 means a 34% yield). (1) The reactants are [N:1]([C:4]1[CH:17]=[C:16]2[C:7]([O:8][C:9]3[C:10]([F:26])=[CH:11][C:12]([O:24][CH3:25])=[CH:13][C:14]=3[C@@:15]32[CH2:22][CH2:21][S:20][C:19]([NH2:23])=[N:18]3)=[CH:6][CH:5]=1)=[N+]=[N-].C(O)C. The catalyst is [Pd].CCOC(C)=O. The product is [F:26][C:10]1[C:9]2[O:8][C:7]3[C:16](=[CH:17][C:4]([NH2:1])=[CH:5][CH:6]=3)[C@@:15]3([CH2:22][CH2:21][S:20][C:19]([NH2:23])=[N:18]3)[C:14]=2[CH:13]=[C:12]([O:24][CH3:25])[CH:11]=1. The yield is 0.760. (2) The reactants are [F:1][C:2]1[CH:3]=[CH:4][C:5]([N+:10]([O-:12])=[O:11])=[C:6]([CH:9]=1)[CH2:7]Br.C(=O)([O-])[O-].[K+].[K+].[C:19]1([S:29]([O-:31])=[O:30])[C:28]2[C:23](=[CH:24][CH:25]=[CH:26][CH:27]=2)[CH:22]=[CH:21][CH:20]=1.[Na+]. The catalyst is C1COCC1. The product is [F:1][C:2]1[CH:3]=[CH:4][C:5]([N+:10]([O-:12])=[O:11])=[C:6]([CH:9]=1)[CH2:7][S:29]([C:19]1[C:28]2[C:23](=[CH:24][CH:25]=[CH:26][CH:27]=2)[CH:22]=[CH:21][CH:20]=1)(=[O:31])=[O:30]. The yield is 0.800. (3) The reactants are [C:1]([N:8]1[CH2:13][CH2:12][N:11]2[CH2:14][C@H:15]([CH2:18][OH:19])[CH2:16][CH2:17][C@H:10]2[CH2:9]1)([O:3][C:4]([CH3:7])([CH3:6])[CH3:5])=[O:2].C(N(CC)CC)C.[CH3:27][S:28](Cl)(=[O:30])=[O:29].[OH-].[Na+]. The catalyst is C(Cl)Cl.O. The product is [C:1]([N:8]1[CH2:13][CH2:12][N:11]2[CH2:14][C@H:15]([CH2:18][O:19][S:28]([CH3:27])(=[O:30])=[O:29])[CH2:16][CH2:17][C@H:10]2[CH2:9]1)([O:3][C:4]([CH3:7])([CH3:6])[CH3:5])=[O:2]. The yield is 1.00. (4) The reactants are [NH2:1][C:2]1[CH:7]=[CH:6][C:5]([CH2:8][C:9]([NH:11][CH2:12][CH2:13][N:14]([CH3:16])[CH3:15])=[O:10])=[CH:4][C:3]=1Br.C1(P(C2CCCCC2)C2C=CC=C[C:26]=2[C:31]2[C:36](OC)=[CH:35][CH:34]=[CH:33][C:32]=2OC)CCCCC1.[O-]P([O-])([O-])=O.[K+].[K+].[K+].O1CCOC[CH2:56]1. The catalyst is CCOC(C)=O.C1C=CC(/C=C/C(/C=C/C2C=CC=CC=2)=O)=CC=1.C1C=CC(/C=C/C(/C=C/C2C=CC=CC=2)=O)=CC=1.C1C=CC(/C=C/C(/C=C/C2C=CC=CC=2)=O)=CC=1.[Pd].[Pd]. The product is [NH2:1][C:2]1[CH:7]=[CH:6][C:5]([CH2:8][C:9]([NH:11][CH2:12][CH2:13][N:14]([CH3:16])[CH3:15])=[O:10])=[CH:4][C:3]=1[C:34]1[CH2:33][CH2:32][C:31]([CH3:26])([CH3:56])[CH2:36][CH:35]=1. The yield is 0.280.